The task is: Regression. Given two drug SMILES strings and cell line genomic features, predict the synergy score measuring deviation from expected non-interaction effect.. This data is from NCI-60 drug combinations with 297,098 pairs across 59 cell lines. (1) Drug 1: CN(CC1=CN=C2C(=N1)C(=NC(=N2)N)N)C3=CC=C(C=C3)C(=O)NC(CCC(=O)O)C(=O)O. Cell line: SK-MEL-5. Synergy scores: CSS=50.4, Synergy_ZIP=-7.48, Synergy_Bliss=-11.1, Synergy_Loewe=-20.1, Synergy_HSA=-6.99. Drug 2: CC1C(C(CC(O1)OC2CC(CC3=C2C(=C4C(=C3O)C(=O)C5=CC=CC=C5C4=O)O)(C(=O)C)O)N)O. (2) Drug 1: C1CC(=O)NC(=O)C1N2C(=O)C3=CC=CC=C3C2=O. Drug 2: COCCOC1=C(C=C2C(=C1)C(=NC=N2)NC3=CC=CC(=C3)C#C)OCCOC.Cl. Cell line: RPMI-8226. Synergy scores: CSS=-2.49, Synergy_ZIP=-0.747, Synergy_Bliss=-1.64, Synergy_Loewe=-7.78, Synergy_HSA=-3.83. (3) Drug 1: CC1C(C(CC(O1)OC2CC(CC3=C2C(=C4C(=C3O)C(=O)C5=C(C4=O)C(=CC=C5)OC)O)(C(=O)C)O)N)O.Cl. Drug 2: CS(=O)(=O)OCCCCOS(=O)(=O)C. Cell line: SNB-19. Synergy scores: CSS=16.9, Synergy_ZIP=3.62, Synergy_Bliss=-0.624, Synergy_Loewe=-12.7, Synergy_HSA=0.217. (4) Drug 1: COC1=C(C=C2C(=C1)N=CN=C2NC3=CC(=C(C=C3)F)Cl)OCCCN4CCOCC4. Drug 2: C1=CC(=CC=C1CCCC(=O)O)N(CCCl)CCCl. Cell line: SF-268. Synergy scores: CSS=43.9, Synergy_ZIP=-0.270, Synergy_Bliss=3.00, Synergy_Loewe=4.06, Synergy_HSA=5.37. (5) Synergy scores: CSS=-2.14, Synergy_ZIP=0.545, Synergy_Bliss=-0.188, Synergy_Loewe=-1.44, Synergy_HSA=-3.16. Drug 2: CCN(CC)CCCC(C)NC1=C2C=C(C=CC2=NC3=C1C=CC(=C3)Cl)OC. Drug 1: C1=NC2=C(N=C(N=C2N1C3C(C(C(O3)CO)O)F)Cl)N. Cell line: MALME-3M. (6) Drug 1: CCCCCOC(=O)NC1=NC(=O)N(C=C1F)C2C(C(C(O2)C)O)O. Drug 2: CS(=O)(=O)OCCCCOS(=O)(=O)C. Cell line: HCT-15. Synergy scores: CSS=-3.87, Synergy_ZIP=0.901, Synergy_Bliss=0.811, Synergy_Loewe=-3.78, Synergy_HSA=-3.31.